Predict the product of the given reaction. From a dataset of Forward reaction prediction with 1.9M reactions from USPTO patents (1976-2016). (1) Given the reactants [CH2:1]([O:3][P:4]([C:9](=[C:18]1[CH:23]=[CH:22][C:21]([NH:24]C(=O)C(F)(F)F)=[CH:20][CH2:19]1)[P:10]([O:15][CH2:16][CH3:17])([O:12][CH2:13][CH3:14])=[O:11])([O:6][CH2:7][CH3:8])=[O:5])[CH3:2], predict the reaction product. The product is: [CH2:13]([O:12][P:10]([C:9]([P:4]([O:6][CH2:7][CH3:8])([O:3][CH2:1][CH3:2])=[O:5])=[C:18]1[CH:19]=[CH:20][C:21]([NH2:24])=[CH:22][CH2:23]1)([O:15][CH2:16][CH3:17])=[O:11])[CH3:14]. (2) Given the reactants [Na:1].[CH2:2]1[O:4][CH2:3]1.[C:5]([OH:10])(=[O:9])[C:6]([CH3:8])=[CH2:7].[CH2:11]=[CH:12][C:13]1[CH:18]=[CH:17][CH:16]=[CH:15][CH:14]=1.[C:19]([OH:24])(=[O:23])[C:20]([CH3:22])=[CH2:21].S(OOS([O-])(=O)=O)([O-])(=O)=O.[NH4+].[NH4+], predict the reaction product. The product is: [CH:11]([CH2:7][C:6](=[CH2:8])[C:5]([OH:10])=[O:9])=[CH:12][C:13]1[CH:18]=[CH:17][CH:16]=[CH:15][CH:14]=1.[C:19]([O:24][CH2:16][CH2:17][CH2:18][CH3:13])(=[O:23])[CH:20]=[CH2:21].[Na:1].[CH2:3]1[O:4][CH2:2]1.[C:19]([OH:24])(=[O:23])[C:20]([CH3:22])=[CH2:21]. (3) Given the reactants [Cl:1][C:2]1[CH:7]=[C:6]([Cl:8])[CH:5]=[CH:4][C:3]=1[N:9]([C:15]1[C:20]([C:21]([F:24])([F:23])[F:22])=[CH:19][C:18]([N+:25]([O-])=O)=[CH:17][C:16]=1[N+:28]([O-])=O)[C:10](=[O:14])[O:11][CH2:12][CH3:13].C(=O)(O)[O-].[Na+], predict the reaction product. The product is: [NH2:28][C:16]1[CH:17]=[C:18]([NH2:25])[CH:19]=[C:20]([C:21]([F:23])([F:24])[F:22])[C:15]=1[N:9]([C:3]1[CH:4]=[CH:5][C:6]([Cl:8])=[CH:7][C:2]=1[Cl:1])[C:10](=[O:14])[O:11][CH2:12][CH3:13]. (4) Given the reactants O[C:2]1[C:3]2[C:16]3[CH2:17][CH2:18][CH2:19][CH2:20][C:15]=3[S:14][C:4]=2[N:5]=[C:6]([CH2:8][C:9]([O:11][CH2:12][CH3:13])=[O:10])[N:7]=1.P(Cl)(Cl)([Cl:23])=O, predict the reaction product. The product is: [Cl:23][C:2]1[C:3]2[C:16]3[CH2:17][CH2:18][CH2:19][CH2:20][C:15]=3[S:14][C:4]=2[N:5]=[C:6]([CH2:8][C:9]([O:11][CH2:12][CH3:13])=[O:10])[N:7]=1.